The task is: Predict the reaction yield, written as a fraction of the theoretical maximum amount of product (1.0 means a 100% yield; for example, 0.34 means a 34% yield).. This data is from Reaction yield outcomes from USPTO patents with 853,638 reactions. (1) The reactants are [NH2:1][C:2]1[C:11]([F:12])=[C:10]([N:13]2[CH2:17][CH2:16][C@@H:15]([CH:18]([NH2:24])[C:19]3S[CH:21]=[CH:22][N:23]=3)[CH2:14]2)[C:9]([F:25])=[C:8]2[C:3]=1[C:4](=[O:33])[C:5]([C:30]([OH:32])=[O:31])=[CH:6][N:7]2[C@@H:26]1[CH2:28][C@@H:27]1[F:29].[C:34](#N)[CH3:35].NC1C(F)=C(F)C(F)=C2C=1C(=O)C(C(O)=O)=CN2[C@@H]1C[C@@H]1F. The catalyst is C(N(CC)CC)C. The product is [NH2:1][C:2]1[C:11]([F:12])=[C:10]([N:13]2[CH2:17][CH2:16][C@@H:15]([CH:18]([NH2:24])[C:19]3[CH:35]=[CH:34][CH:21]=[CH:22][N:23]=3)[CH2:14]2)[C:9]([F:25])=[C:8]2[C:3]=1[C:4](=[O:33])[C:5]([C:30]([OH:32])=[O:31])=[CH:6][N:7]2[C@@H:26]1[CH2:28][C@@H:27]1[F:29]. The yield is 0.540. (2) The reactants are [Si:1]([O:8][C@@H:9]1[C@H:13]([CH2:14][O:15][Si:16]([C:19]([CH3:22])([CH3:21])[CH3:20])([CH3:18])[CH3:17])[CH2:12][C@@H:11]([OH:23])[CH2:10]1)([C:4]([CH3:7])([CH3:6])[CH3:5])([CH3:3])[CH3:2].[H-].[Na+].[NH2:26][C:27]1[C:32]([N+:33]([O-:35])=[O:34])=[C:31](Cl)[CH:30]=[CH:29][N:28]=1. The catalyst is C1COCC1. The product is [Si:1]([O:8][C@@H:9]1[C@H:13]([CH2:14][O:15][Si:16]([C:19]([CH3:22])([CH3:21])[CH3:20])([CH3:17])[CH3:18])[CH2:12][C@@H:11]([O:23][C:31]2[CH:30]=[CH:29][N:28]=[C:27]([NH2:26])[C:32]=2[N+:33]([O-:35])=[O:34])[CH2:10]1)([C:4]([CH3:7])([CH3:6])[CH3:5])([CH3:3])[CH3:2]. The yield is 0.350. (3) The reactants are [C:1](Cl)(=[O:10])[CH:2]=[CH:3][C:4]1[CH:9]=[CH:8][CH:7]=[CH:6][CH:5]=1.[NH2:12][C:13]1[CH:18]=[CH:17][C:16]([OH:19])=[CH:15][CH:14]=1.ClCCl.Cl.ClCCl. The yield is 0.890. The product is [C:4]1(/[CH:3]=[CH:2]/[C:1]([NH:12][C:13]2[CH:18]=[CH:17][C:16]([O:19][C:1](=[O:10])/[CH:2]=[CH:3]/[C:4]3[CH:9]=[CH:8][CH:7]=[CH:6][CH:5]=3)=[CH:15][CH:14]=2)=[O:10])[CH:9]=[CH:8][CH:7]=[CH:6][CH:5]=1. The catalyst is CN(C1C=CN=CC=1)C.N1C=CC=CC=1. (4) The catalyst is O1CCCC1.O. The yield is 0.950. The product is [F:27][C:24]([F:25])([F:26])[C:19]1[CH:20]=[CH:21][CH:22]=[CH:23][C:18]=1[C:17]([N:14]1[CH2:15][CH2:16][N:11]([C:8]2[N:7]=[N:6][C:5]([C:3]([OH:4])=[O:2])=[CH:10][CH:9]=2)[CH2:12][CH2:13]1)=[O:28]. The reactants are C[O:2][C:3]([C:5]1[N:6]=[N:7][C:8]([N:11]2[CH2:16][CH2:15][N:14]([C:17](=[O:28])[C:18]3[CH:23]=[CH:22][CH:21]=[CH:20][C:19]=3[C:24]([F:27])([F:26])[F:25])[CH2:13][CH2:12]2)=[CH:9][CH:10]=1)=[O:4].O.[OH-].[Li+].Cl. (5) The reactants are [Cl:1][C:2]1[C:3]([N:10]([C:19](OC(C)(C)C)=O)[NH:11][C:12](OC(C)(C)C)=O)=[C:4]([F:9])[C:5]([F:8])=[N:6][CH:7]=1.[CH3:26]OC(OC)CC(OC)OC.CCO.OS(O)(=O)=O. The catalyst is CCOC(C)=O. The product is [Cl:1][C:2]1[C:3]([N:10]2[CH:19]=[CH:26][CH:12]=[N:11]2)=[C:4]([F:9])[C:5]([F:8])=[N:6][CH:7]=1. The yield is 0.700.